This data is from Forward reaction prediction with 1.9M reactions from USPTO patents (1976-2016). The task is: Predict the product of the given reaction. The product is: [CH2:36]([O:43][C:10]1[CH:11]=[CH:12][C:13]([C:15]([F:18])([F:16])[F:17])=[CH:14][C:9]=1[CH2:8][N:7]([CH2:6][C:5]1[CH:27]=[C:28]([C:30]([F:32])([F:31])[F:33])[CH:29]=[C:3]([C:2]([F:1])([F:34])[F:35])[CH:4]=1)[C:20]1[N:21]=[CH:22][C:23]([Br:26])=[CH:24][N:25]=1)[C:37]1[CH:42]=[CH:41][CH:40]=[CH:39][CH:38]=1. Given the reactants [F:1][C:2]([F:35])([F:34])[C:3]1[CH:4]=[C:5]([CH:27]=[C:28]([C:30]([F:33])([F:32])[F:31])[CH:29]=1)[CH2:6][N:7]([C:20]1[N:25]=[CH:24][C:23]([Br:26])=[CH:22][N:21]=1)[CH2:8][C:9]1[CH:14]=[C:13]([C:15]([F:18])([F:17])[F:16])[CH:12]=[CH:11][C:10]=1F.[CH2:36]([OH:43])[C:37]1[CH:42]=[CH:41][CH:40]=[CH:39][CH:38]=1.[H-].[Na+].O, predict the reaction product.